Dataset: Full USPTO retrosynthesis dataset with 1.9M reactions from patents (1976-2016). Task: Predict the reactants needed to synthesize the given product. (1) Given the product [CH2:1]([O:3][C:4]([C:6]1([C:15]2[CH:16]=[CH:17][C:18]([C:21]#[N:22])=[CH:19][C:20]=2[N+:23]([O-:25])=[O:24])[N:11]2[CH:12]=[N:13][CH:14]=[C:10]2[CH2:9][CH2:8][CH2:7]1)=[O:5])[CH3:2], predict the reactants needed to synthesize it. The reactants are: [CH2:1]([O:3][C:4]([C:6]1([C:15]2[CH:20]=[CH:19][C:18]([C:21]#[N:22])=[CH:17][CH:16]=2)[N:11]2[CH:12]=[N:13][CH:14]=[C:10]2[CH2:9][CH2:8][CH2:7]1)=[O:5])[CH3:2].[N+:23]([O-])([OH:25])=[O:24].S(=O)(=O)(O)O. (2) Given the product [CH2:13]([O:16][C:17]1[CH:22]=[CH:21][C:20]([C:2]2[N:7]=[CH:6][C:5]([CH2:8][C:9]([O:11][CH3:12])=[O:10])=[CH:4][CH:3]=2)=[C:19]([C:26]([F:27])([F:28])[F:29])[CH:18]=1)[CH2:14][CH3:15], predict the reactants needed to synthesize it. The reactants are: Cl[C:2]1[N:7]=[CH:6][C:5]([CH2:8][C:9]([O:11][CH3:12])=[O:10])=[CH:4][CH:3]=1.[CH2:13]([O:16][C:17]1[CH:22]=[CH:21][C:20](B(O)O)=[C:19]([C:26]([F:29])([F:28])[F:27])[CH:18]=1)[CH2:14][CH3:15].[F-].[Cs+]. (3) Given the product [NH2:32][C:2]1[CH:3]=[CH:4][C:5]2[S:9][C:8]([S:10]([NH:13][C:14]3[CH:19]=[CH:18][CH:17]=[C:16]([C:20]4[NH:24][N:23]=[N:22][N:21]=4)[CH:15]=3)(=[O:12])=[O:11])=[C:7]([CH3:25])[C:6]=2[CH:26]=1, predict the reactants needed to synthesize it. The reactants are: Br[C:2]1[CH:3]=[CH:4][C:5]2[S:9][C:8]([S:10]([NH:13][C:14]3[CH:19]=[CH:18][CH:17]=[C:16]([C:20]4[NH:24][N:23]=[N:22][N:21]=4)[CH:15]=3)(=[O:12])=[O:11])=[C:7]([CH3:25])[C:6]=2[CH:26]=1.[Li+].C[Si]([N-:32][Si](C)(C)C)(C)C. (4) Given the product [S:1]1[C:5]2[CH:6]=[CH:7][CH:8]=[CH:9][C:4]=2[N:3]=[C:2]1[NH:10][C:11]([N:13]1[C:22]2[C:17](=[CH:18][CH:19]=[C:20]([C:23]3[S:24][C:25]([CH2:33][CH2:34][CH2:35][O:36][C:37]4[CH:38]=[CH:39][CH:40]=[CH:41][CH:42]=4)=[C:26]([C:28]([OH:30])=[O:29])[N:27]=3)[CH:21]=2)[CH2:16][CH2:15][CH2:14]1)=[O:12], predict the reactants needed to synthesize it. The reactants are: [S:1]1[C:5]2[CH:6]=[CH:7][CH:8]=[CH:9][C:4]=2[N:3]=[C:2]1[NH:10][C:11]([N:13]1[C:22]2[C:17](=[CH:18][CH:19]=[C:20]([C:23]3[S:24][C:25]([CH2:33][CH2:34][CH2:35][O:36][C:37]4[CH:42]=[CH:41][CH:40]=[CH:39][CH:38]=4)=[C:26]([C:28]([O:30]CC)=[O:29])[N:27]=3)[CH:21]=2)[CH2:16][CH2:15][CH2:14]1)=[O:12].CO.C1COCC1.[Li+].[OH-].